This data is from Full USPTO retrosynthesis dataset with 1.9M reactions from patents (1976-2016). The task is: Predict the reactants needed to synthesize the given product. (1) Given the product [C:3]([C:2]([NH:1][C:26](=[S:27])[C:25]1[CH:24]=[CH:23][C:22]([C:21]([F:20])([F:31])[F:32])=[CH:30][CH:29]=1)([CH3:19])[CH2:5][N:6]1[N:10]=[C:9]2[CH:11]=[CH:12][C:13]([C:15]([F:17])([F:16])[F:18])=[CH:14][C:8]2=[N:7]1)#[N:4], predict the reactants needed to synthesize it. The reactants are: [NH2:1][C:2]([CH3:19])([CH2:5][N:6]1[N:10]=[C:9]2[CH:11]=[CH:12][C:13]([C:15]([F:18])([F:17])[F:16])=[CH:14][C:8]2=[N:7]1)[C:3]#[N:4].[F:20][C:21]([F:32])([F:31])[C:22]1[CH:30]=[CH:29][C:25]([C:26](Cl)=[S:27])=[CH:24][CH:23]=1. (2) Given the product [I:13][C:10]1[CH:11]=[CH:12][C:7]([N:1]2[CH2:5][CH2:4][CH2:3][CH2:2]2)=[N:8][CH:9]=1, predict the reactants needed to synthesize it. The reactants are: [NH:1]1[CH2:5][CH2:4][CH2:3][CH2:2]1.Cl[C:7]1[CH:12]=[CH:11][C:10]([I:13])=[CH:9][N:8]=1.O. (3) Given the product [Br:1][C:2]1[CH:7]=[CH:6][C:5]([C:8]2([CH3:22])[C:17](=[O:18])[C:16]3[C:11](=[CH:12][C:13]([O:29][CH3:28])=[CH:14][C:15]=3[Cl:19])[NH:10][C:9]2=[O:21])=[CH:4][CH:3]=1, predict the reactants needed to synthesize it. The reactants are: [Br:1][C:2]1[CH:7]=[CH:6][C:5]([C:8]2([CH3:22])[C:17](=[O:18])[C:16]3[C:11](=[CH:12][C:13](Cl)=[CH:14][C:15]=3[Cl:19])[NH:10][C:9]2=[O:21])=[CH:4][CH:3]=1.[H-].[Na+].Cl.C1C[O:29][CH2:28]C1. (4) Given the product [C:7]([O:11][C:12]([N:14]1[C@H:15]([CH2:20][C:21]2[CH:22]=[CH:23][C:24]([C:27]3[CH:28]=[CH:29][CH:30]=[CH:31][CH:32]=3)=[CH:25][CH:26]=2)[CH2:16]/[C:17](=[CH:12]\[N:14]([CH:15]([CH3:20])[CH3:16])[CH:2]([CH3:5])[CH3:3])/[C:18]1=[O:19])=[O:13])([CH3:10])([CH3:8])[CH3:9], predict the reactants needed to synthesize it. The reactants are: C[C:2]([CH3:5])([O-])[CH3:3].[Li+].[C:7]([O:11][C:12]([N:14]1[C:18](=[O:19])[CH2:17][CH2:16][C@H:15]1[CH2:20][C:21]1[CH:26]=[CH:25][C:24]([C:27]2[CH:32]=[CH:31][CH:30]=[CH:29][CH:28]=2)=[CH:23][CH:22]=1)=[O:13])([CH3:10])([CH3:9])[CH3:8]. (5) Given the product [N:24]1[CH:25]=[CH:26][CH:27]=[CH:28][C:23]=1[C:21]([C:20]1[CH:16]=[N:17][N:18]2[C:5]([C:7]3[CH:12]=[CH:11][N:10]=[C:9]([OH:30])[CH:8]=3)=[CH:4][CH:3]=[N:2][C:14]=12)=[O:22].[N:24]1[CH:25]=[CH:26][CH:27]=[CH:28][C:23]=1[C:21]([C:20]1[CH:19]=[N:18][N:17]2[C:5]([C:7]3[CH:12]=[CH:11][N:10]=[C:9]([F:13])[CH:8]=3)=[CH:4][CH:3]=[N:15][C:16]=12)=[O:22], predict the reactants needed to synthesize it. The reactants are: C[N:2]([CH3:14])[CH:3]=[CH:4][C:5]([C:7]1[CH:12]=[CH:11][N:10]=[C:9]([F:13])[CH:8]=1)=O.[NH2:15][C:16]1[C:20]([C:21]([C:23]2[CH:28]=[CH:27][CH:26]=[CH:25][N:24]=2)=[O:22])=[CH:19][NH:18][N:17]=1.C(=O)(O)[O-:30].[Na+]. (6) Given the product [CH3:12][N:11]([CH3:13])[C:9]1[N:10]=[C:4]2[CH:3]=[C:2]([NH:15][C:14](=[O:21])[O:16][C:17]([CH3:20])([CH3:19])[CH3:18])[CH:7]=[CH:6][N:5]2[N:8]=1, predict the reactants needed to synthesize it. The reactants are: Br[C:2]1[CH:7]=[CH:6][N:5]2[N:8]=[C:9]([N:11]([CH3:13])[CH3:12])[N:10]=[C:4]2[CH:3]=1.[C:14](=[O:21])([O:16][C:17]([CH3:20])([CH3:19])[CH3:18])[NH2:15].C(=O)([O-])[O-].[Cs+].[Cs+]. (7) Given the product [C:1]([C:3]1([CH:7]([O:9][CH:10]2[CH2:15][CH2:14][CH:13]([N:16]3[C:21](=[O:22])[C:20]([CH2:23][C:24]4[CH:25]=[CH:26][C:27]([C:30]5[C:31]([C:36]#[N:37])=[CH:32][CH:33]=[CH:34][CH:35]=5)=[CH:28][CH:29]=4)=[C:19]([CH2:38][CH2:39][CH3:40])[N:18]4[N:41]=[CH:42][N:43]=[C:17]34)[CH2:12][CH2:11]2)[CH3:8])[CH2:6][CH2:5][CH2:4]1)(=[O:2])[CH3:44], predict the reactants needed to synthesize it. The reactants are: [CH:1]([C:3]1([CH:7]([O:9][CH:10]2[CH2:15][CH2:14][CH:13]([N:16]3[C:21](=[O:22])[C:20]([CH2:23][C:24]4[CH:29]=[CH:28][C:27]([C:30]5[C:31]([C:36]#[N:37])=[CH:32][CH:33]=[CH:34][CH:35]=5)=[CH:26][CH:25]=4)=[C:19]([CH2:38][CH2:39][CH3:40])[N:18]4[N:41]=[CH:42][N:43]=[C:17]34)[CH2:12][CH2:11]2)[CH3:8])[CH2:6][CH2:5][CH2:4]1)=[O:2].[CH3:44][Mg]Br.O1CCCC1.Cl. (8) The reactants are: [CH2:1]([O:8][C:9](=[O:15])[CH:10]([CH2:12][O:13][CH3:14])[NH2:11])[C:2]1[CH:7]=[CH:6][CH:5]=[CH:4][CH:3]=1.C(N[C@H](C(O)=O)CCSC)(=O)C.C([O-])([O-])=O.[Na+].[Na+]. Given the product [CH2:1]([O:8][C:9](=[O:15])[C@@H:10]([CH2:12][O:13][CH3:14])[NH2:11])[C:2]1[CH:7]=[CH:6][CH:5]=[CH:4][CH:3]=1, predict the reactants needed to synthesize it.